From a dataset of Forward reaction prediction with 1.9M reactions from USPTO patents (1976-2016). Predict the product of the given reaction. (1) Given the reactants [C:1]([O:5][C:6]([N:8]1[CH2:13][CH2:12][CH:11]([O:14][CH2:15][C:16]([OH:18])=O)[CH2:10][CH2:9]1)=[O:7])([CH3:4])([CH3:3])[CH3:2].C(N=C=NCCCN(C)C)C.ON1C2C=CC=CC=2N=N1.[C:40]([NH:48][NH2:49])(=[O:47])[C:41]1[CH:46]=[CH:45][N:44]=[CH:43][CH:42]=1, predict the reaction product. The product is: [C:1]([O:5][C:6]([N:8]1[CH2:9][CH2:10][CH:11]([O:14][CH2:15][C:16](=[O:18])[NH:49][NH:48][C:40]([C:41]2[CH:46]=[CH:45][N:44]=[CH:43][CH:42]=2)=[O:47])[CH2:12][CH2:13]1)=[O:7])([CH3:2])([CH3:3])[CH3:4]. (2) Given the reactants [CH3:1][S:2](OCC1C2C(=CC=CC=2)N=CC=1C#C[Si](C)(C)C)(=[O:4])=[O:3].[CH3:23][O:24][C:25]1[CH:34]=[CH:33][C:32]2[C:27](=[CH:28][CH:29]=[C:30]([C:35]([F:38])([F:37])[F:36])[CH:31]=2)[C:26]=1[CH2:39][OH:40], predict the reaction product. The product is: [CH3:1][S:2]([O:40][CH2:39][C:26]1[C:27]2[C:32](=[CH:31][C:30]([C:35]([F:37])([F:36])[F:38])=[CH:29][CH:28]=2)[CH:33]=[CH:34][C:25]=1[O:24][CH3:23])(=[O:4])=[O:3]. (3) The product is: [CH:50]([O:49][C:47](=[O:48])[NH:1][C:2]1[C:12]([F:13])=[CH:11][C:10]([C:14]2[CH:15]=[C:16]3[C:22]([C:23]4[CH:28]=[CH:27][CH:26]=[CH:25][C:24]=4[O:29][CH3:30])=[CH:21][N:20]([S:31]([C:34]4[CH:35]=[CH:36][C:37]([CH3:40])=[CH:38][CH:39]=4)(=[O:32])=[O:33])[C:17]3=[N:18][CH:19]=2)=[CH:9][C:3]=1[C:4](=[O:5])[N:6]([CH3:8])[CH3:7])([CH3:52])[CH3:51]. Given the reactants [NH2:1][C:2]1[C:12]([F:13])=[CH:11][C:10]([C:14]2[CH:15]=[C:16]3[C:22]([C:23]4[CH:28]=[CH:27][CH:26]=[CH:25][C:24]=4[O:29][CH3:30])=[CH:21][N:20]([S:31]([C:34]4[CH:39]=[CH:38][C:37]([CH3:40])=[CH:36][CH:35]=4)(=[O:33])=[O:32])[C:17]3=[N:18][CH:19]=2)=[CH:9][C:3]=1[C:4]([N:6]([CH3:8])[CH3:7])=[O:5].C(=O)(O)[O-].[Na+].Cl[C:47]([O:49][CH:50]([CH3:52])[CH3:51])=[O:48], predict the reaction product.